Dataset: Peptide-MHC class II binding affinity with 134,281 pairs from IEDB. Task: Regression. Given a peptide amino acid sequence and an MHC pseudo amino acid sequence, predict their binding affinity value. This is MHC class II binding data. (1) The peptide sequence is STVVASVTIIDRSLP. The MHC is HLA-DQA10102-DQB10602 with pseudo-sequence HLA-DQA10102-DQB10602. The binding affinity (normalized) is 0.412. (2) The peptide sequence is QRTVAVYSLKIAGWHGPKAPYTSTLLPPEL. The MHC is DRB1_1301 with pseudo-sequence DRB1_1301. The binding affinity (normalized) is 0.319. (3) The peptide sequence is INEPCAAAIAYGLDR. The MHC is HLA-DQA10401-DQB10402 with pseudo-sequence HLA-DQA10401-DQB10402. The binding affinity (normalized) is 0.494. (4) The peptide sequence is SNGVLESDMIIPKSL. The MHC is DRB5_0101 with pseudo-sequence DRB5_0101. The binding affinity (normalized) is 0.232.